Dataset: Experimentally validated miRNA-target interactions with 360,000+ pairs, plus equal number of negative samples. Task: Binary Classification. Given a miRNA mature sequence and a target amino acid sequence, predict their likelihood of interaction. (1) The miRNA is hsa-miR-4756-3p with sequence CCAGAGAUGGUUGCCUUCCUAU. The protein sequence of the target gene is MWFMYLLSWLSLFIQVAFITLAVAAGLYYLAELIEEYTVATSRIIKYMIWFSTAVLIGLYVFERFPTSMIGVGLFTNLVYFGLLQTFPFIMLTSPNFILSCGLVVVNHYLAFQFFAEEYYPFSEVLAYFTFCLWIIPFAFFVSLSAGENVLPSTMQPGDDVVSNYFTKGKRGKRLGILVVFSFIKEAILPSRQKIY. Result: 1 (interaction). (2) The miRNA is mmu-miR-3097-5p with sequence CACAGGUGGGAAGUGUGUGUCCA. The protein sequence of the target gene is MLAGRPGTRSAVGELGTESSDNLDRAPLGPRESGGHHRPGSYLDMKIHLEKNLEEERQILLQQQKICRNRARKYFVESNRRKKAFEEKRKEQEEKEHQIREQILQQRKQKFEEVTEKFQRAHVPLSQRRKAVSRKPVPPLEEALKQIQESNLKSEVNLPFSRRPTINWRAIDSALPSALSKNDHKHQKQLLSKINCEKEMNENMRATLATSKNVFQLKLEETQKLLEDQHLSNLQKFGDEVNQITNSETLSSIDSLEATEHEEIYLTLNKEHSTSIQRNTISLKPANMQSTNLSCFDEDK.... Result: 0 (no interaction). (3) The miRNA is hsa-miR-892c-5p with sequence UAUUCAGAAAGGUGCCAGUCA. The protein sequence of the target gene is MRECISIHVGQAGVQIGNACWELYCLEHGIQPDGQMPSDKTIGGGDDSFNTFFSETGAGKHVPRAVFVDLEPTVVDEVRTGTYRQLFHPEQLITGKEDAANNYARGHYTIGKEIVDLVLDRIRKLADLCTGLQGFLIFHSFGGGTGSGFASLLMERLSVDYGKKSKLEFAIYPAPQVSTAVVEPYNSILTTHTTLEHSDCAFMVDNEAIYDICRRNLDIERPTYTNLNRLIGQIVSSITASLRFDGALNVDLTEFQTNLVPYPRIHFPLATYAPVISAEKAYHEQLSVAEITNACFEPAN.... Result: 0 (no interaction). (4) The miRNA is hsa-miR-659-3p with sequence CUUGGUUCAGGGAGGGUCCCCA. The protein sequence of the target gene is MVLLWEPAGAWLALGLALALGPSVAAAAPRQDCTGVECPPLENCIEEALEPGACCATCVQQGCACEGYQYYDCLQGGFVRGRVPAGQSYFVDFGSTECSCPPGGGKISCQFMLCPELPPNCIEAVVVADSCPQCGQVGCVHAGHKYAAGHTVHLPPCRACHCPDAGGELICYQLPGCHGNFSDAEEGDPERHYEDPYSYDQEVAEVEAATALGGEVQAGAVQAGAGGPPAALGGGSQPLSTIQAPPWPAVLPRPTAAAALGPPAPVQAKARRVTEDSEEEEEEEEEREEMAVTEQLAAGG.... Result: 0 (no interaction). (5) The miRNA is cel-miR-247-3p with sequence UGACUAGAGCCUAUUCUCUUCU. The protein sequence of the target gene is MKPHLKQWRQRMLFGIFAWGLLFLLIFIYFTDSNPAEPVPSSLSFLETRRLLPVQGKQRAIMGAAHEPSPPGGLDARQALPRAHPAGSFHAGPGDLQKWAQSQDGFEHKEFFSSQVGRKSQSAFYPEDDDYFFAAGQPGWHSHTQGTLGFPSPGEPGPREGAFPAAQVQRRRVKKRHRRQRRSHVLEEGDDGDRLYSSMSRAFLYRLWKGNVSSKMLNPRLQKAMKDYLTANKHGVRFRGKREAGLSRAQLLCQLRSRARVRTLDGTEAPFSALGWRRLVPAVPLSQLHPRGLRSCAVVM.... Result: 0 (no interaction). (6) The protein sequence of the target gene is MSLVSQNSRRRRGGRANARRNNGKGHPAAVPGPDVPRDRNDPKILQGLRASEGPGTSMLPTPREGPSASVPPTASEGSSAPRQFIISQGPNTSEMPTSRKGRGASRPPAVSAGLNTAMSITASEGPNSPVPPTAPKGSKAYEHLPVSEGLAISEQRHSDGGPNMEPTLGEGPGISVPPTFSEESGISDEGLSIFMSPNISEGPGINEPYSVSEDPSTSVPPTDSNGLGINLPPTFGEGLSISMLFSALEEPDIFAPPPSAEGLFASMSPPSGEIQSSWVSPIIMEGCNVNVPPTSKKGLR.... The miRNA is mmu-miR-466n-3p with sequence UAUACAUGAGAGCAUACAUAGA. Result: 1 (interaction). (7) The miRNA is hsa-miR-548ag with sequence AAAGGUAAUUGUGGUUUCUGC. The protein sequence of the target gene is MFVPCGESAPDLAGFTLLMPAVSVGNVGQLAMDLIISTLNMSKIGYFYTDCLVPMVGNNPYATTEGNSTELSINAEVYSLPSRKLVALQLRSIFIKYKSKPFCEKLLSWVKSSGCARVIVLSSSHSYQRNDLQLRSTPFRYLLTPSMQKSVQNKIKSLNWEEMEKSRCIPEIDDSEFCIRIPGGGITKTLYDESCSKEIQMAVLLKFVSEGDNIPDALGLVEYLNEWLQILKPLSDDPTVSASRWKIPSSWRLLFGSGLPPALF. Result: 1 (interaction). (8) The miRNA is hsa-miR-376b-5p with sequence CGUGGAUAUUCCUUCUAUGUUU. The protein sequence of the target gene is MALLVHFLPLLALLALWEPKPTQAFVKQHLCGPHLVEALYLVCGERGFFYTPKSRREVEDPQVEQLELGGSPGDLQTLALEVARQKRGIVDQCCTSICSLYQLENYCN. Result: 0 (no interaction). (9) The miRNA is hsa-miR-548o-3p with sequence CCAAAACUGCAGUUACUUUUGC. The protein sequence of the target gene is MEELIVELRLFLELLDHEYLTSTVREKKAVITNILLRIQSSKGFDVKDHAQKQETANSLPAPPQMPLPEIPQPWLPPDSGPPPLPTSSLPEGYYEEAVPLSPGKAPEYITSNYDSDAMSSSYESYDEEEEDGKGKKTRHQWPSEEASMDLVKDAKICAFLLRKKRFGQWTKLLCVIKDTKLLCYKSSKDQQPQMELPLQGCNITYIPKDSKKKKHELKITQQGTDPLVLAVQSKEQAEQWLKVIKEAYSGCSGPVDSECPPPPSSPVHKAELEKKLSSERPSSDGEGVVENGITTCNGKE.... Result: 0 (no interaction). (10) The miRNA is mmu-miR-669g with sequence UGCAUUGUAUGUGUUGACAUGAU. The protein sequence of the target gene is MMIKLIATPSNALVDEPVSIRATGLPPSQIVTIKATVKDENDNVFQSQAFYKTNEAGEVDLEKTPALGGDYVGVHPMGLFFSLKPKKAFHRLMKKDVMNSPFCICLDLYDSVNWLETVRIPSKASQRVQRWFVGPGVKREQIQEGRVRGALFLPPGKGPFPGIIDLFGVIGGLVEFRASLLASHGFAVLALAYFAYKDLPEKLQEVDLEYFEEAANFLLSHPKIQQPGIGVISTSKGAEIGLAMACYLKQVIATVCINGATTTTAVPLRYQDLVVTPIQQALERMEVHVSGAVCFRHTTQ.... Result: 0 (no interaction).